This data is from Reaction yield outcomes from USPTO patents with 853,638 reactions. The task is: Predict the reaction yield, written as a fraction of the theoretical maximum amount of product (1.0 means a 100% yield; for example, 0.34 means a 34% yield). (1) The reactants are [NH2:1][CH2:2][C:3]1[CH:4]=[C:5]([CH:33]=[CH:34][CH:35]=1)[CH2:6][N:7]([CH2:20][C:21]1[CH:26]=[CH:25][C:24]([C:27]2[CH:32]=[CH:31][CH:30]=[CH:29][CH:28]=2)=[CH:23][CH:22]=1)[S:8]([C:11]1[CH:16]=[C:15]([Cl:17])[CH:14]=[C:13]([Cl:18])[C:12]=1[OH:19])(=[O:10])=[O:9].CCN(CC)CC.Cl[S:44]([C:47]1[CH:48]=[CH:49][C:50]([CH3:56])=[C:51]([CH:55]=1)[C:52]([OH:54])=[O:53])(=[O:46])=[O:45]. The catalyst is C(Cl)Cl. The product is [C:24]1([C:27]2[CH:28]=[CH:29][CH:30]=[CH:31][CH:32]=2)[CH:25]=[CH:26][C:21]([CH2:20][N:7]([CH2:6][C:5]2[CH:4]=[C:3]([CH:35]=[CH:34][CH:33]=2)[CH2:2][NH:1][S:44]([C:47]2[CH:48]=[CH:49][C:50]([CH3:56])=[C:51]([CH:55]=2)[C:52]([OH:54])=[O:53])(=[O:46])=[O:45])[S:8]([C:11]2[CH:16]=[C:15]([Cl:17])[CH:14]=[C:13]([Cl:18])[C:12]=2[OH:19])(=[O:10])=[O:9])=[CH:22][CH:23]=1. The yield is 0.581. (2) The reactants are [C:1]([O:5][C:6]([N:8]1[CH2:13][CH2:12][N:11]([CH2:14][B-](F)(F)F)[C@H:10]([CH3:19])[CH2:9]1)=[O:7])([CH3:4])([CH3:3])[CH3:2].[K+].Cl[C:22]1[CH:23]=[C:24]([C:37]2[N:42]=[C:41]([CH3:43])[N:40]=[C:39]([N:44]([CH2:54][C:55]3[CH:60]=[CH:59][C:58]([O:61][CH3:62])=[CH:57][CH:56]=3)[CH2:45][C:46]3[CH:51]=[CH:50][C:49]([O:52][CH3:53])=[CH:48][CH:47]=3)[N:38]=2)[C:25]([NH:28][C:29]2[CH:30]=[N:31][C:32]([O:35][CH3:36])=[CH:33][CH:34]=2)=[N:26][CH:27]=1. No catalyst specified. The product is [CH3:53][O:52][C:49]1[CH:48]=[CH:47][C:46]([CH2:45][N:44]([CH2:54][C:55]2[CH:56]=[CH:57][C:58]([O:61][CH3:62])=[CH:59][CH:60]=2)[C:39]2[N:40]=[C:41]([CH3:43])[N:42]=[C:37]([C:24]3[CH:23]=[C:22]([CH2:14][N:11]4[CH2:12][CH2:13][N:8]([C:6]([O:5][C:1]([CH3:4])([CH3:3])[CH3:2])=[O:7])[CH2:9][C@H:10]4[CH3:19])[CH:27]=[N:26][C:25]=3[NH:28][C:29]3[CH:30]=[N:31][C:32]([O:35][CH3:36])=[CH:33][CH:34]=3)[N:38]=2)=[CH:51][CH:50]=1. The yield is 0.743. (3) The reactants are [F:1][C:2]1[CH:7]=[CH:6][C:5]([F:8])=[CH:4][C:3]=1[CH2:9][CH:10]([NH:12][C:13]1[CH:18]=[CH:17][NH:16][C:15](=[O:19])[C:14]=1[C:20]1[NH:40][C:23]2=[CH:24][C:25]3[C:26](=[O:39])[N:27]([CH:32]4[CH2:37][CH2:36][N:35]([CH3:38])[CH2:34][CH2:33]4)[C:28](=O)[C:29]=3[CH:30]=[C:22]2[N:21]=1)[CH3:11]. The yield is 0.138. The product is [F:1][C:2]1[CH:7]=[CH:6][C:5]([F:8])=[CH:4][C:3]=1[CH2:9][CH:10]([NH:12][C:13]1[CH:18]=[CH:17][NH:16][C:15](=[O:19])[C:14]=1[C:20]1[NH:21][C:22]2=[CH:30][C:29]3[CH2:28][N:27]([CH:32]4[CH2:37][CH2:36][N:35]([CH3:38])[CH2:34][CH2:33]4)[C:26](=[O:39])[C:25]=3[CH:24]=[C:23]2[N:40]=1)[CH3:11]. The catalyst is C(O)(=O)C.[Zn]. (4) The reactants are [F:1][C:2]([F:32])([F:31])[C:3]1[CH:8]=[C:7]([NH:9][S:10]([C:13]2[CH:18]=[CH:17][CH:16]=[CH:15][CH:14]=2)(=[O:12])=[O:11])[CH:6]=[CH:5][C:4]=1[NH:19][C:20]([CH2:22][C:23]1[CH:30]=[CH:29][C:26]([C:27]#[N:28])=[CH:25][CH:24]=1)=[O:21].Cl.C(=O)([O-])[O-].[NH4+:38].[NH4+]. The catalyst is C(O)C. The product is [F:32][C:2]([F:31])([F:1])[C:3]1[CH:8]=[C:7]([NH:9][S:10]([C:13]2[CH:14]=[CH:15][CH:16]=[CH:17][CH:18]=2)(=[O:12])=[O:11])[CH:6]=[CH:5][C:4]=1[NH:19][C:20]([CH2:22][C:23]1[CH:24]=[CH:25][C:26]([C:27]([NH2:38])=[NH:28])=[CH:29][CH:30]=1)=[O:21]. The yield is 0.460. (5) The catalyst is O1CCOCC1. The yield is 0.710. The reactants are [CH3:1][N:2]1[C:10]2[C:5](=[CH:6][CH:7]=[CH:8][CH:9]=2)[C:4]([CH2:11][N:12]([CH3:42])[C:13](=[O:41])/[CH:14]=[CH:15]/[C:16]2[CH:17]=[N:18][C:19]3[NH:20][C:21](=[O:40])[CH:22]([N:26]=C(C4C=CC=CC=4)C4C=CC=CC=4)[CH2:23][C:24]=3[CH:25]=2)=[CH:3]1.Cl.[OH-].[Na+]. The product is [CH3:1][N:2]1[C:10]2[C:5](=[CH:6][CH:7]=[CH:8][CH:9]=2)[C:4]([CH2:11][N:12]([CH3:42])[C:13](=[O:41])/[CH:14]=[CH:15]/[C:16]2[CH:17]=[N:18][C:19]3[NH:20][C:21](=[O:40])[CH:22]([NH2:26])[CH2:23][C:24]=3[CH:25]=2)=[CH:3]1.